From a dataset of Full USPTO retrosynthesis dataset with 1.9M reactions from patents (1976-2016). Predict the reactants needed to synthesize the given product. Given the product [CH3:1][O:2][C:3]1[CH:4]=[C:5]([C:15]2[S:23][C:22]3[C:21]([NH:24][C:25]4[CH:26]=[C:27]5[C:31](=[CH:32][CH:33]=4)[NH:30][CH:29]=[CH:28]5)=[N:20][CH:19]=[N:18][C:17]=3[CH:16]=2)[CH:6]=[CH:7][C:8]=1[O:9][CH3:10], predict the reactants needed to synthesize it. The reactants are: [CH3:1][O:2][C:3]1[CH:4]=[C:5](B(O)O)[CH:6]=[CH:7][C:8]=1[O:9][CH3:10].Br[C:15]1[S:23][C:22]2[C:21]([NH:24][C:25]3[CH:26]=[C:27]4[C:31](=[CH:32][CH:33]=3)[NH:30][CH:29]=[CH:28]4)=[N:20][CH:19]=[N:18][C:17]=2[CH:16]=1.